Dataset: Reaction yield outcomes from USPTO patents with 853,638 reactions. Task: Predict the reaction yield, written as a fraction of the theoretical maximum amount of product (1.0 means a 100% yield; for example, 0.34 means a 34% yield). (1) The reactants are C[Al](C)C.[F:5][C:6]([F:10])([F:9])[CH2:7][NH2:8].C[O:12][C:13](=O)[C:14]1[CH:19]=[CH:18][C:17]([O:20][CH2:21][C:22]2[C:23]([C:28]3[CH:33]=[CH:32][C:31]([Cl:34])=[CH:30][CH:29]=3)=[N:24][O:25][C:26]=2[CH3:27])=[N:16][CH:15]=1.O. The catalyst is O1CCOCC1. The product is [Cl:34][C:31]1[CH:30]=[CH:29][C:28]([C:23]2[C:22]([CH2:21][O:20][C:17]3[CH:18]=[CH:19][C:14]([C:13]([NH:8][CH2:7][C:6]([F:10])([F:9])[F:5])=[O:12])=[CH:15][N:16]=3)=[C:26]([CH3:27])[O:25][N:24]=2)=[CH:33][CH:32]=1. The yield is 0.770. (2) The reactants are [NH2:1][C:2]1[CH:3]=[C:4]([CH:6]=[CH:7][C:8]=1[CH3:9])[NH2:5].C[O:11][C:12](=O)[C:13]1[CH:18]=[CH:17][C:16]([CH2:19][N:20]2[CH2:25][CH2:24][N:23]([CH3:26])[CH2:22][CH2:21]2)=[CH:15][CH:14]=1.C(C(C(C([O-])=O)O)O)([O-])=O.[Na+].[K+].C([O-])(O)=O.[Na+]. The catalyst is C1(C)C=CC=CC=1.COC(C)(C)C.C(#N)C. The product is [NH2:1][C:2]1[CH:3]=[C:4]([NH:5][C:12](=[O:11])[C:13]2[CH:14]=[CH:15][C:16]([CH2:19][N:20]3[CH2:21][CH2:22][N:23]([CH3:26])[CH2:24][CH2:25]3)=[CH:17][CH:18]=2)[CH:6]=[CH:7][C:8]=1[CH3:9]. The yield is 0.750. (3) The reactants are [NH2:1][C:2]1[CH:3]=[C:4]([C:8]2[N:13]3[N:14]=[CH:15][C:16]([C:17]([C:19]4[S:20][CH:21]=[CH:22][CH:23]=4)=[O:18])=[C:12]3[N:11]=[CH:10][CH:9]=2)[CH:5]=[CH:6][CH:7]=1.[CH:24](=O)[C:25]1[CH:30]=[CH:29][CH:28]=[CH:27][CH:26]=1.C(O[BH-](OC(=O)C)OC(=O)C)(=O)C.[Na+]. The catalyst is C(Cl)Cl. The product is [CH2:24]([NH:1][C:2]1[CH:3]=[C:4]([C:8]2[N:13]3[N:14]=[CH:15][C:16]([C:17]([C:19]4[S:20][CH:21]=[CH:22][CH:23]=4)=[O:18])=[C:12]3[N:11]=[CH:10][CH:9]=2)[CH:5]=[CH:6][CH:7]=1)[C:25]1[CH:30]=[CH:29][CH:28]=[CH:27][CH:26]=1. The yield is 0.730. (4) The reactants are [CH:1]([C:3]1[CH:8]=[CH:7][CH:6]=[CH:5][C:4]=1[C:9]1[N:13]([S:14]([C:17]2[CH:18]=[N:19][CH:20]=[CH:21][CH:22]=2)(=[O:16])=[O:15])[CH:12]=[C:11]([CH2:23][N:24]([CH3:32])[C:25](=[O:31])[O:26][C:27]([CH3:30])([CH3:29])[CH3:28])[CH:10]=1)=[O:2].[BH4-].[Na+].CO.O. The catalyst is O1CCCC1. The product is [OH:2][CH2:1][C:3]1[CH:8]=[CH:7][CH:6]=[CH:5][C:4]=1[C:9]1[N:13]([S:14]([C:17]2[CH:18]=[N:19][CH:20]=[CH:21][CH:22]=2)(=[O:16])=[O:15])[CH:12]=[C:11]([CH2:23][N:24]([CH3:32])[C:25](=[O:31])[O:26][C:27]([CH3:28])([CH3:29])[CH3:30])[CH:10]=1. The yield is 0.600. (5) The reactants are Cl[C:2]1[N:7]=[C:6]([NH:8][C:9]2[CH:14]=[CH:13][CH:12]=[C:11]([C:15]#[N:16])[CH:10]=2)[C:5]([F:17])=[CH:4][N:3]=1.[NH2:18][C:19]1[CH:20]=[C:21]([OH:25])[CH:22]=[CH:23][CH:24]=1. No catalyst specified. The product is [C:15]([C:11]1[CH:10]=[C:9]([NH:8][C:6]2[C:5]([F:17])=[CH:4][N:3]=[C:2]([NH:18][C:19]3[CH:24]=[CH:23][CH:22]=[C:21]([OH:25])[CH:20]=3)[N:7]=2)[CH:14]=[CH:13][CH:12]=1)#[N:16]. The yield is 0.620. (6) The reactants are [Br:1][C:2]1[CH:3]=[C:4]([OH:9])[CH:5]=[C:6]([Br:8])[CH:7]=1.Br[CH2:11][CH2:12][CH2:13][CH2:14][N:15]1[C:19](=[O:20])[C:18]2=[CH:21][CH:22]=[CH:23][CH:24]=[C:17]2[C:16]1=[O:25].C([O-])([O-])=O.[K+].[K+].C1OCCOCCOCCOCCOCCOC1. The catalyst is O.CC(C)=O. The product is [C:16]1(=[O:25])[N:15]([CH2:14][CH2:13][CH2:12][CH2:11][O:9][C:4]2[CH:3]=[C:2]([Br:1])[CH:7]=[C:6]([Br:8])[CH:5]=2)[C:19](=[O:20])[C:18]2=[CH:21][CH:22]=[CH:23][CH:24]=[C:17]12. The yield is 0.870. (7) The reactants are [Br:1][C:2]1[N:3]=[C:4]([C:9]#[C:10][Si](C)(C)C)[C:5]([NH2:8])=[N:6][CH:7]=1.[H-].[Na+].[C:17]1([CH3:27])[CH:22]=[CH:21][C:20]([S:23](Cl)(=[O:25])=[O:24])=[CH:19][CH:18]=1. The catalyst is CN(C=O)C. The product is [Br:1][C:2]1[N:3]=[C:4]2[CH:9]=[CH:10][N:8]([S:23]([C:20]3[CH:21]=[CH:22][C:17]([CH3:27])=[CH:18][CH:19]=3)(=[O:25])=[O:24])[C:5]2=[N:6][CH:7]=1. The yield is 0.520. (8) The reactants are C([O:3][C:4]([C:6]1[C:7]([C:12]2[CH:17]=[CH:16][CH:15]=[CH:14][C:13]=2[F:18])=[N:8][O:9][C:10]=1[CH3:11])=O)C.[H-].[Al+3].[Li+].[H-].[H-].[H-].O.[OH-].[Na+]. The catalyst is C1COCC1. The product is [F:18][C:13]1[CH:14]=[CH:15][CH:16]=[CH:17][C:12]=1[C:7]1[C:6]([CH2:4][OH:3])=[C:10]([CH3:11])[O:9][N:8]=1. The yield is 0.570.